This data is from Forward reaction prediction with 1.9M reactions from USPTO patents (1976-2016). The task is: Predict the product of the given reaction. (1) Given the reactants Cl.Cl.[N:3]1[C:11]2[CH:10]=[CH:9][N:8]=[CH:7][C:6]=2[O:5][C:4]=1[NH:12][CH:13]1[CH2:18][CH2:17][NH:16][CH2:15][CH2:14]1.[F:19][CH2:20][CH2:21][O:22][C:23]1[CH:24]=[C:25]([CH:28]=[CH:29][C:30]=1[O:31][CH3:32])[CH:26]=O.C([BH3-])#N.[Na+].C(N(C(C)C)C(C)C)C, predict the reaction product. The product is: [F:19][CH2:20][CH2:21][O:22][C:23]1[CH:24]=[C:25]([CH:28]=[CH:29][C:30]=1[O:31][CH3:32])[CH2:26][N:16]1[CH2:17][CH2:18][CH:13]([NH:12][C:4]2[O:5][C:6]3[CH:7]=[N:8][CH:9]=[CH:10][C:11]=3[N:3]=2)[CH2:14][CH2:15]1. (2) Given the reactants [CH3:1][NH:2][CH2:3][C:4]1[CH:8]=[C:7]([C:9](F)(F)F)[NH:6][N:5]=1.C1(C2NN=C(CNC)C=2)CC1.FC(F)(F)C1C=C([C:31](O)=[O:32])NN=1, predict the reaction product. The product is: [CH3:31][O:32][CH2:9][C:7]1[NH:6][N:5]=[C:4]([CH2:3][NH:2][CH3:1])[CH:8]=1.